This data is from Aqueous solubility values for 9,982 compounds from the AqSolDB database. The task is: Regression/Classification. Given a drug SMILES string, predict its absorption, distribution, metabolism, or excretion properties. Task type varies by dataset: regression for continuous measurements (e.g., permeability, clearance, half-life) or binary classification for categorical outcomes (e.g., BBB penetration, CYP inhibition). For this dataset (solubility_aqsoldb), we predict Y. (1) The drug is CC(=O)C1CC[C@H]2[C@@H]3CCC4=CC(=O)CC[C@]4(C)[C@H]3[C@H](O)C[C@]12C. The Y is -3.82 log mol/L. (2) The compound is O=P[O-].O=P[O-].[Mn+2]. The Y is -0.0813 log mol/L.